The task is: Predict which catalyst facilitates the given reaction.. This data is from Catalyst prediction with 721,799 reactions and 888 catalyst types from USPTO. (1) The catalyst class is: 12. Reactant: [CH2:1]1[CH2:3][CH:2]1[CH2:4][O:5][C:6]1[N:11]=[CH:10][C:9]([O:12][C@@H:13]2[CH2:17][CH2:16][NH:15][C:14]2=[O:18])=[CH:8][CH:7]=1.Br[C:20]1[CH:28]=[C:27]2[C:23]([CH2:24][CH2:25][C:26]2=[O:29])=[C:22]([F:30])[CH:21]=1. Product: [CH:2]1([CH2:4][O:5][C:6]2[N:11]=[CH:10][C:9]([O:12][C@@H:13]3[CH2:17][CH2:16][N:15]([C:20]4[CH:28]=[C:27]5[C:23](=[C:22]([F:30])[CH:21]=4)[CH2:24][CH2:25][C:26]5=[O:29])[C:14]3=[O:18])=[CH:8][CH:7]=2)[CH2:3][CH2:1]1. (2) Reactant: [CH:1]#[C:2][C:3]1[CH:8]=[CH:7][CH:6]=[C:5]([NH:9][C:10]2[C:19]3[C:14](=[CH:15][C:16]4[O:29][CH2:28][CH2:27][O:26][CH2:25][CH2:24][O:23][CH2:22][CH2:21][O:20][C:17]=4[CH:18]=3)[N:13]=[CH:12][N:11]=2)[CH:4]=1.Cl.[OH-].[Na+]. Product: [CH:1]#[C:2][C:3]1[CH:8]=[CH:7][CH:6]=[C:5]([NH:9][C:10]2[N:11]=[CH:12][N:13]=[C:14]3[C:19]=2[CH:18]=[C:17]2[O:20][CH2:21][CH2:22][O:23][CH2:24][CH2:25][O:26][CH2:27][CH2:28][O:29][C:16]2=[CH:15]3)[CH:4]=1. The catalyst class is: 40.